From a dataset of Reaction yield outcomes from USPTO patents with 853,638 reactions. Predict the reaction yield, written as a fraction of the theoretical maximum amount of product (1.0 means a 100% yield; for example, 0.34 means a 34% yield). (1) The reactants are [CH2:1]([C@H:8]1[CH2:12][O:11][C:10](=[O:13])[N:9]1[C:14](=[O:25])[CH2:15][CH2:16][CH2:17][CH2:18][C:19]1[CH:24]=[CH:23][CH:22]=[CH:21][CH:20]=1)[C:2]1[CH:7]=[CH:6][CH:5]=[CH:4][CH:3]=1.[CH3:26][Si]([N-][Si](C)(C)C)(C)C.[Li+].IC.OS([O-])(=O)=O.[K+]. The catalyst is C1COCC1. The product is [CH2:1]([C@H:8]1[CH2:12][O:11][C:10](=[O:13])[N:9]1[C:14](=[O:25])[C@@H:15]([CH3:26])[CH2:16][CH2:17][CH2:18][C:19]1[CH:24]=[CH:23][CH:22]=[CH:21][CH:20]=1)[C:2]1[CH:3]=[CH:4][CH:5]=[CH:6][CH:7]=1. The yield is 0.436. (2) The catalyst is CCO. The product is [Cl:30][CH2:29][C:28]1[N:23]=[C:16]2[N:17]=[C:18]([CH3:22])[CH:19]=[C:20]([CH3:21])[N:15]2[N:14]=1. The yield is 0.0900. The reactants are CC1C=C(C)C=C(C)C=1S([O-])(=O)=O.[NH2:14][N:15]1[C:20]([CH3:21])=[CH:19][C:18]([CH3:22])=[N:17][C:16]1=[NH2+:23].[OH-].[Na+].CO[C:28](=O)[CH2:29][Cl:30]. (3) The reactants are [C:1]1([NH:7][C:8]2[CH:17]=[C:16]([C:18]([O:20][CH3:21])=[O:19])[CH:15]=[CH:14][C:9]=2[C:10]([O:12][CH3:13])=[O:11])[CH:6]=[CH:5][CH:4]=[CH:3][CH:2]=1.C(=O)([O-])[O-].[K+].[K+].Cl[C:29]1[CH:34]=[CH:33][CH:32]=[CH:31][C:30]=1Cl. No catalyst specified. The product is [C:29]1([N:7]([C:8]2[CH:9]=[CH:14][CH:15]=[CH:16][CH:17]=2)[C:1]2[CH:6]=[CH:5][C:4]([C:17]3[C:8]([NH:7][C:1]4[CH:2]=[CH:3][CH:4]=[CH:5][CH:6]=4)=[C:9]([C:10]([O:12][CH3:13])=[O:11])[CH:14]=[CH:15][C:16]=3[C:18]([O:20][CH3:21])=[O:19])=[CH:3][CH:2]=2)[CH:34]=[CH:33][CH:32]=[CH:31][CH:30]=1. The yield is 0.550. (4) The reactants are [CH:1]([C:4]1[CH:5]=[C:6]([C:10]2(O)[CH2:15][CH2:14][CH2:13][CH2:12][CH2:11]2)[CH:7]=[CH:8][CH:9]=1)([CH3:3])[CH3:2].[N-:17]=[N+:18]=[N-:19].[Na+].FC(F)(F)C(O)=O.[OH-].[NH4+]. The catalyst is C(Cl)Cl.O.C(OCC)(=O)C.CCCCCCC. The product is [CH:1]([C:4]1[CH:5]=[C:6]([C:10]2([N:17]=[N+:18]=[N-:19])[CH2:15][CH2:14][CH2:13][CH2:12][CH2:11]2)[CH:7]=[CH:8][CH:9]=1)([CH3:3])[CH3:2]. The yield is 1.00. (5) The catalyst is CO. The reactants are [NH2:1][C:2]1[C:7]([F:8])=[C:6]([C:9]2[C:17]3[O:16][CH2:15][O:14][C:13]=3[CH:12]=[CH:11][CH:10]=2)[N:5]=[C:4]([C:18]([O:20]C)=[O:19])[C:3]=1[Cl:22].[OH-].[Na+].Cl. The yield is 0.746. The product is [NH2:1][C:2]1[C:7]([F:8])=[C:6]([C:9]2[C:17]3[O:16][CH2:15][O:14][C:13]=3[CH:12]=[CH:11][CH:10]=2)[N:5]=[C:4]([C:18]([OH:20])=[O:19])[C:3]=1[Cl:22].